This data is from Forward reaction prediction with 1.9M reactions from USPTO patents (1976-2016). The task is: Predict the product of the given reaction. (1) Given the reactants [CH3:1][O:2][C:3]1[CH:8]=[CH:7][CH:6]=[CH:5][C:4]=1[C:9]1[N:18]=[C:17](O)[C:16]2[C:11](=[CH:12][CH:13]=[CH:14][CH:15]=2)[N:10]=1.P(Cl)(Cl)([Cl:22])=O, predict the reaction product. The product is: [Cl:22][C:17]1[C:16]2[C:11](=[CH:12][CH:13]=[CH:14][CH:15]=2)[N:10]=[C:9]([C:4]2[CH:5]=[CH:6][CH:7]=[CH:8][C:3]=2[O:2][CH3:1])[N:18]=1. (2) Given the reactants [Si:1]([O:8][C@H:9]([C:33]1[CH:38]=[CH:37][CH:36]=[CH:35][CH:34]=1)[C@H:10]1[CH2:14][CH2:13][C@@H:12]([CH2:15][C:16]2[CH:21]=[CH:20][C:19]([C:22]([O:24]C)=[O:23])=[CH:18][CH:17]=2)[N:11]1[C:26]([O:28][C:29]([CH3:32])([CH3:31])[CH3:30])=[O:27])([C:4]([CH3:7])([CH3:6])[CH3:5])([CH3:3])[CH3:2].[Li+].[OH-], predict the reaction product. The product is: [C:29]([O:28][C:26]([N:11]1[C@@H:10]([C@H:9]([O:8][Si:1]([C:4]([CH3:6])([CH3:5])[CH3:7])([CH3:3])[CH3:2])[C:33]2[CH:38]=[CH:37][CH:36]=[CH:35][CH:34]=2)[CH2:14][CH2:13][C@H:12]1[CH2:15][C:16]1[CH:17]=[CH:18][C:19]([C:22]([OH:24])=[O:23])=[CH:20][CH:21]=1)=[O:27])([CH3:30])([CH3:31])[CH3:32].